From a dataset of Catalyst prediction with 721,799 reactions and 888 catalyst types from USPTO. Predict which catalyst facilitates the given reaction. (1) Reactant: Br[C:2]1[CH:3]=[CH:4][CH:5]=[C:6]2[C:11]=1N=[CH:9][CH:8]=[CH:7]2.[OH2:12].[CH:13]1[N:17]([CH2:18]OCCO)[C:16]2NC(N)=N[C:26](=O)[C:15]=2[N:14]=1.[C:29]([O-])([O-])=O.[K+].[K+].O1[CH2:40][CH2:39]OCC1. Product: [NH2:14][CH:15]1[C:26]2[CH:29]=[CH:39][CH:40]=[CH:9][C:8]=2[C:7]2[CH:6]=[CH:5][CH:4]=[C:3]3[CH2:2][CH2:11][CH2:13][N:17]([C:18]=23)[C:16]1=[O:12]. The catalyst class is: 518. (2) Reactant: N(C(C)C)C(C)C.[Li]CCCC.[F:13][C:14]([F:30])([F:29])[C:15]1[CH:20]=[C:19]([C:21]([F:24])([F:23])[F:22])[CH:18]=[C:17]([C:25]([F:28])([F:27])[F:26])[CH:16]=1.[I:31]I. Product: [I:31][C:20]1[C:15]([C:14]([F:29])([F:30])[F:13])=[CH:16][C:17]([C:25]([F:28])([F:26])[F:27])=[CH:18][C:19]=1[C:21]([F:22])([F:23])[F:24]. The catalyst class is: 28. (3) Reactant: Br[C:2]1[N:3]=[C:4]2[C:10]([C:11](=[O:16])[C:12]([CH3:15])([CH3:14])[CH3:13])=[CH:9][NH:8][C:5]2=[N:6][CH:7]=1.[CH2:17]([C:19]1[CH:20]=[C:21](B(O)O)[CH:22]=[CH:23][CH:24]=1)[CH3:18].C([O-])([O-])=O.[K+].[K+].O1CCOCC1. Product: [CH2:17]([C:19]1[CH:24]=[C:23]([C:2]2[N:3]=[C:4]3[C:10]([C:11](=[O:16])[C:12]([CH3:15])([CH3:14])[CH3:13])=[CH:9][NH:8][C:5]3=[N:6][CH:7]=2)[CH:22]=[CH:21][CH:20]=1)[CH3:18]. The catalyst class is: 263. (4) Reactant: [Br:1]N1C(=O)CCC1=O.[C:9]([C:13]1[N:18]=[C:17]([OH:19])[C:16]([C:20]#[N:21])=[CH:15][CH:14]=1)([CH3:12])([CH3:11])[CH3:10].O. Product: [Br:1][C:14]1[CH:15]=[C:16]([C:20]#[N:21])[C:17]([OH:19])=[N:18][C:13]=1[C:9]([CH3:12])([CH3:10])[CH3:11]. The catalyst class is: 26.